Dataset: M1 muscarinic receptor antagonist screen with 61,756 compounds. Task: Binary Classification. Given a drug SMILES string, predict its activity (active/inactive) in a high-throughput screening assay against a specified biological target. (1) The drug is S(c1nc(N2CCCCC2)cc(n1)C)CC(=O)c1ccccc1. The result is 0 (inactive). (2) The molecule is S(=O)(=O)(N1CCN(CC1)C(=O)c1occc1)c1c([nH]nc1C)C. The result is 0 (inactive).